From a dataset of Forward reaction prediction with 1.9M reactions from USPTO patents (1976-2016). Predict the product of the given reaction. (1) Given the reactants [Br:1][C:2]1[CH:7]=[CH:6][N:5]=[C:4]([CH:8]([NH2:10])[CH3:9])[CH:3]=1.[C:11](OC(=O)C)(=[O:13])[CH3:12], predict the reaction product. The product is: [Br:1][C:2]1[CH:7]=[CH:6][N:5]=[C:4]([CH:8]([NH:10][C:11](=[O:13])[CH3:12])[CH3:9])[CH:3]=1. (2) Given the reactants N[C:2]1([CH3:19])[N:13]2[C:14]3[C:9]([C:10](=[O:16])[NH:11][C:12]2=[O:15])=[CH:8][C:7]([F:17])=[C:6](F)[C:5]=3[CH2:4][CH2:3]1.[C:20]([O:24][C:25](=[O:32])[NH:26][C@H:27]1[CH2:31][CH2:30][NH:29][CH2:28]1)([CH3:23])([CH3:22])[CH3:21].C([N:35](CC)CC)C.CS(C)=O, predict the reaction product. The product is: [C:20]([O:24][C:25](=[O:32])[NH:26][C@H:27]1[CH2:31][CH2:30][N:29]([C:6]2[C:5]3[CH2:4][CH2:3][CH:2]([CH3:19])[N:13]4[C:14]=3[C:9]([C:10](=[O:16])[N:11]([NH2:35])[C:12]4=[O:15])=[CH:8][C:7]=2[F:17])[CH2:28]1)([CH3:23])([CH3:21])[CH3:22]. (3) Given the reactants [CH2:1]([C@H:8]([CH2:12][C:13]([O:15]C(C)(C)C)=[O:14])[C:9]([OH:11])=O)[C:2]1[CH:7]=[CH:6][CH:5]=[CH:4][CH:3]=1.[CH3:20][O:21][C:22]1[N:27]=[CH:26][C:25](B(O)O)=[CH:24][CH:23]=1.[CH2:31]([O:38][CH2:39][CH2:40][NH:41][C:42]1[S:43][CH:44]=[C:45]([C:47]2[CH:52]=[CH:51][CH:50]=[CH:49][C:48]=2[Br:53])[N:46]=1)[C:32]1[CH:37]=[CH:36][CH:35]=[CH:34][CH:33]=1, predict the reaction product. The product is: [CH2:1]([C@@H:8]([C:9]([N:41]([CH2:40][CH2:39][OH:38])[C:42]1[S:43][CH:44]=[C:45]([C:47]2[CH:52]=[CH:51][CH:50]=[CH:49][C:48]=2[C:25]2[CH:26]=[N:27][C:22]([O:21][CH3:20])=[CH:23][CH:24]=2)[N:46]=1)=[O:11])[CH2:12][C:13]([OH:15])=[O:14])[C:2]1[CH:3]=[CH:4][CH:5]=[CH:6][CH:7]=1.[CH2:31]([O:38][CH2:39][CH2:40][NH:41][C:42]1[S:43][CH:44]=[C:45]([C:47]2[CH:52]=[CH:51][CH:50]=[CH:49][C:48]=2[Br:53])[N:46]=1)[C:32]1[CH:33]=[CH:34][CH:35]=[CH:36][CH:37]=1. (4) Given the reactants [CH3:1][N:2]([CH3:26])[CH2:3][C:4]1([C:10]2[CH:15]=[CH:14][C:13]([O:16][CH2:17][CH2:18][CH2:19][N:20]3[CH2:25][CH2:24][S:23][CH2:22][CH2:21]3)=[CH:12][CH:11]=2)[CH2:9][CH2:8][O:7][CH2:6][CH2:5]1.C(O)(C(F)(F)F)=[O:28].FC(F)(F)C(OO)=O.[OH-:42].[Na+], predict the reaction product. The product is: [O:42]=[S:23]1(=[O:28])[CH2:22][CH2:21][N:20]([CH2:19][CH2:18][CH2:17][O:16][C:13]2[CH:12]=[CH:11][C:10]([C:4]3([CH2:3][N:2]([CH3:1])[CH3:26])[CH2:5][CH2:6][O:7][CH2:8][CH2:9]3)=[CH:15][CH:14]=2)[CH2:25][CH2:24]1. (5) Given the reactants [CH2:1]([C:19]([CH2:21][CH2:22][CH2:23][CH2:24][CH2:25][CH2:26][CH2:27][CH2:28]/[CH:29]=[CH:30]\[CH2:31]/[CH:32]=[CH:33]\[CH2:34][CH2:35][CH2:36][CH2:37][CH3:38])=[O:20])[CH2:2][CH2:3][CH2:4][CH2:5][CH2:6][CH2:7][CH2:8]/[CH:9]=[CH:10]\[CH2:11]/[CH:12]=[CH:13]\[CH2:14][CH2:15][CH2:16][CH2:17][CH3:18].[CH2:39](O)[CH:40]([OH:45])[CH2:41][CH2:42][CH2:43][OH:44].C1(C)C=CC(S([O-])(=O)=O)=CC=1.[NH+]1C=CC=CC=1, predict the reaction product. The product is: [CH2:1]([C:19]1([CH2:21][CH2:22][CH2:23][CH2:24][CH2:25][CH2:26][CH2:27][CH2:28]/[CH:29]=[CH:30]\[CH2:31]/[CH:32]=[CH:33]\[CH2:34][CH2:35][CH2:36][CH2:37][CH3:38])[O:45][CH:40]([CH2:41][CH2:42][CH2:43][OH:44])[CH2:39][O:20]1)[CH2:2][CH2:3][CH2:4][CH2:5][CH2:6][CH2:7][CH2:8]/[CH:9]=[CH:10]\[CH2:11]/[CH:12]=[CH:13]\[CH2:14][CH2:15][CH2:16][CH2:17][CH3:18]. (6) Given the reactants Br[C:2]1[CH:3]=[CH:4][C:5]2[O:14][CH2:13][CH2:12][N:11]3[C:7](=[N:8][C:9]([C:15]([NH2:17])=[O:16])=[CH:10]3)[C:6]=2[CH:18]=1.[C:19]([C:21]1([OH:27])[CH2:25][CH2:24][N:23]([CH3:26])[CH2:22]1)#[CH:20], predict the reaction product. The product is: [OH:27][C:21]1([C:19]#[C:20][C:2]2[CH:3]=[CH:4][C:5]3[O:14][CH2:13][CH2:12][N:11]4[C:7](=[N:8][C:9]([C:15]([NH2:17])=[O:16])=[CH:10]4)[C:6]=3[CH:18]=2)[CH2:25][CH2:24][N:23]([CH3:26])[CH2:22]1. (7) Given the reactants [CH3:1][N:2]1[CH2:7][CH2:6][CH:5]([C:8]([NH:10][C:11]2[CH:16]=[C:15]([O:17][C:18]3[CH:23]=[CH:22][C:21]([NH:24][CH3:25])=[C:20]([N+:26]([O-])=O)[CH:19]=3)[CH:14]=[CH:13][N:12]=2)=[O:9])[CH2:4][CH2:3]1, predict the reaction product. The product is: [NH2:26][C:20]1[CH:19]=[C:18]([O:17][C:15]2[CH:14]=[CH:13][N:12]=[C:11]([NH:10][C:8]([CH:5]3[CH2:6][CH2:7][N:2]([CH3:1])[CH2:3][CH2:4]3)=[O:9])[CH:16]=2)[CH:23]=[CH:22][C:21]=1[NH:24][CH3:25]. (8) Given the reactants Cl[C:2]([O:4][C:5]1[CH:10]=[CH:9][CH:8]=[CH:7][C:6]=1[N+:11]([O-])=O)=[O:3].CCN(C(C)C)C(C)C.CCOC(C)=O.C([O-])(O)=O.[Na+], predict the reaction product. The product is: [O:4]1[C@H:5]2[CH2:10][CH2:9][CH2:8][CH2:7][C@@H:6]2[NH:11][C:2]1=[O:3].